Dataset: Peptide-MHC class I binding affinity with 185,985 pairs from IEDB/IMGT. Task: Regression. Given a peptide amino acid sequence and an MHC pseudo amino acid sequence, predict their binding affinity value. This is MHC class I binding data. (1) The peptide sequence is VHREWFMDL. The MHC is HLA-B57:01 with pseudo-sequence HLA-B57:01. The binding affinity (normalized) is 0.0847. (2) The peptide sequence is STDVNKQNK. The MHC is HLA-A11:01 with pseudo-sequence HLA-A11:01. The binding affinity (normalized) is 0.771. (3) The peptide sequence is GQQRSTLERTSKASL. The MHC is HLA-A02:06 with pseudo-sequence HLA-A02:06. The binding affinity (normalized) is 0.